Dataset: Reaction yield outcomes from USPTO patents with 853,638 reactions. Task: Predict the reaction yield, written as a fraction of the theoretical maximum amount of product (1.0 means a 100% yield; for example, 0.34 means a 34% yield). (1) The reactants are [F:1][C:2]1[C:7]([F:8])=[CH:6][CH:5]=[C:4]([N+:9]([O-:11])=[O:10])[C:3]=1[OH:12].[C:13](=O)([O-])[O-].[K+].[K+].CI.O. The catalyst is CN(C)C=O. The product is [F:8][C:7]1[CH:6]=[CH:5][C:4]([N+:9]([O-:11])=[O:10])=[C:3]([O:12][CH3:13])[C:2]=1[F:1]. The yield is 0.910. (2) The reactants are Br.[Br:2][CH2:3][CH2:4][O:5][NH2:6].[C:7](O[C:7]([O:9][C:10]([CH3:13])([CH3:12])[CH3:11])=[O:8])([O:9][C:10]([CH3:13])([CH3:12])[CH3:11])=[O:8].CCN(CC)CC. The product is [C:10]([O:9][C:7](=[O:8])[NH:6][O:5][CH2:4][CH2:3][Br:2])([CH3:13])([CH3:12])[CH3:11]. The yield is 0.750. The catalyst is C(Cl)Cl.CCOC(C)=O. (3) The reactants are [CH:1]1([C:4]2[N:5]=[C:6]3[C:12]([C:13]([NH:15][CH2:16][C:17]([CH3:25])([CH3:24])[CH2:18]OS(C)(=O)=O)=[O:14])=[CH:11][N:10]([CH2:26][O:27][CH2:28][CH2:29][Si:30]([CH3:33])([CH3:32])[CH3:31])[C:7]3=[N:8][CH:9]=2)[CH2:3][CH2:2]1.[CH3:34][S-:35].[Na+].C(=O)(O)[O-].[Na+].ClCCl. The catalyst is CN(C=O)C. The product is [CH3:24][C:17]([CH3:25])([CH2:18][S:35][CH3:34])[CH2:16][NH:15][C:13]([C:12]1[C:6]2[C:7](=[N:8][CH:9]=[C:4]([CH:1]3[CH2:3][CH2:2]3)[N:5]=2)[N:10]([CH2:26][O:27][CH2:28][CH2:29][Si:30]([CH3:31])([CH3:32])[CH3:33])[CH:11]=1)=[O:14]. The yield is 0.370. (4) The reactants are Br[C:2]1[CH:3]=[C:4]([C:10]2([C:21]3[CH:26]=[CH:25][N:24]=[C:23]([C:27]([F:30])([F:29])[F:28])[CH:22]=3)[C:18]3[C:13](=[C:14]([F:19])[CH:15]=[CH:16][CH:17]=3)[C:12]([NH2:20])=[N:11]2)[CH:5]=[CH:6][C:7]=1[O:8][CH3:9].[N:31]1[CH:36]=[C:35](B(O)O)[CH:34]=[N:33][CH:32]=1.C(=O)([O-])[O-].[K+].[K+].CO. The catalyst is CN(C=O)C.C1C=CC(P(C2C=CC=CC=2)[C-]2C=CC=C2)=CC=1.C1C=CC(P(C2C=CC=CC=2)[C-]2C=CC=C2)=CC=1.Cl[Pd]Cl.[Fe+2]. The product is [F:19][C:14]1[CH:15]=[CH:16][CH:17]=[C:18]2[C:13]=1[C:12]([NH2:20])=[N:11][C:10]2([C:4]1[CH:5]=[CH:6][C:7]([O:8][CH3:9])=[C:2]([C:35]2[CH:36]=[N:31][CH:32]=[N:33][CH:34]=2)[CH:3]=1)[C:21]1[CH:26]=[CH:25][N:24]=[C:23]([C:27]([F:28])([F:29])[F:30])[CH:22]=1. The yield is 0.430.